Dataset: Full USPTO retrosynthesis dataset with 1.9M reactions from patents (1976-2016). Task: Predict the reactants needed to synthesize the given product. Given the product [C:18]([C:20]1[NH:21][C:22](=[O:38])[N:23]([CH:25]2[CH2:26][CH2:27][N:28]([C:31]([O:33][C:34]([CH3:36])([CH3:35])[CH3:37])=[O:32])[CH2:29][CH2:30]2)[CH:24]=1)#[N:17], predict the reactants needed to synthesize it. The reactants are: [OH-].COC(NS([N+](CC)(CC)CC)(=O)=O)=O.[NH2:17][C:18]([C:20]1[NH:21][C:22](=[O:38])[N:23]([CH:25]2[CH2:30][CH2:29][N:28]([C:31]([O:33][C:34]([CH3:37])([CH3:36])[CH3:35])=[O:32])[CH2:27][CH2:26]2)[CH:24]=1)=O.ClCCl.C(=O)(O)[O-].[Na+].